From a dataset of Choline transporter screen with 302,306 compounds. Binary Classification. Given a drug SMILES string, predict its activity (active/inactive) in a high-throughput screening assay against a specified biological target. (1) The drug is Brc1c(OCCO)c(CP(=O)(c2ccccc2)c2ccccc2)cc(Br)c1. The result is 0 (inactive). (2) The drug is Fc1ccc(C2N(CC(=O)Nc3c2cc(cc3)C)C(=O)c2cc3c(oc2=O)cccc3)cc1. The result is 0 (inactive). (3) The compound is s1nnc2cc(C(=O)Nc3c(OC)cccc3)ccc12. The result is 0 (inactive).